This data is from Reaction yield outcomes from USPTO patents with 853,638 reactions. The task is: Predict the reaction yield, written as a fraction of the theoretical maximum amount of product (1.0 means a 100% yield; for example, 0.34 means a 34% yield). The yield is 0.710. The catalyst is C1(C)C=CC=CC=1.C1C=CC(/C=C/C(/C=C/C2C=CC=CC=2)=O)=CC=1.C1C=CC(/C=C/C(/C=C/C2C=CC=CC=2)=O)=CC=1.C1C=CC(/C=C/C(/C=C/C2C=CC=CC=2)=O)=CC=1.[Pd].[Pd]. The product is [CH3:60][O:61][C:62]([C:64]1[C:65]([S:70][CH2:71][C:72]2[CH:77]=[CH:76][C:75]([Cl:78])=[CH:74][CH:73]=2)=[N:66][S:67][C:68]=1[NH:69][C:54]1[N:59]=[CH:58][CH:57]=[CH:56][N:55]=1)=[O:63]. The reactants are C1(P(C2C=CC=CC=2)C2C=CC3C(=CC=CC=3)C=2C2C3C(=CC=CC=3)C=CC=2P(C2C=CC=CC=2)C2C=CC=CC=2)C=CC=CC=1.C(=O)([O-])[O-].[Cs+].[Cs+].Br[C:54]1[N:59]=[CH:58][CH:57]=[CH:56][N:55]=1.[CH3:60][O:61][C:62]([C:64]1[C:65]([S:70][CH2:71][C:72]2[CH:77]=[CH:76][C:75]([Cl:78])=[CH:74][CH:73]=2)=[N:66][S:67][C:68]=1[NH2:69])=[O:63].